From a dataset of NCI-60 drug combinations with 297,098 pairs across 59 cell lines. Regression. Given two drug SMILES strings and cell line genomic features, predict the synergy score measuring deviation from expected non-interaction effect. (1) Drug 1: CC12CCC3C(C1CCC2=O)CC(=C)C4=CC(=O)C=CC34C. Drug 2: C(CC(=O)O)C(=O)CN.Cl. Cell line: UACC-257. Synergy scores: CSS=29.5, Synergy_ZIP=-4.89, Synergy_Bliss=-5.32, Synergy_Loewe=-9.32, Synergy_HSA=-4.55. (2) Drug 1: CCCS(=O)(=O)NC1=C(C(=C(C=C1)F)C(=O)C2=CNC3=C2C=C(C=N3)C4=CC=C(C=C4)Cl)F. Drug 2: CN(C)N=NC1=C(NC=N1)C(=O)N. Cell line: SNB-75. Synergy scores: CSS=-4.79, Synergy_ZIP=1.42, Synergy_Bliss=-1.29, Synergy_Loewe=-3.45, Synergy_HSA=-3.35.